From a dataset of Full USPTO retrosynthesis dataset with 1.9M reactions from patents (1976-2016). Predict the reactants needed to synthesize the given product. (1) Given the product [CH3:13][O:12][C:11]1[CH:10]=[C:9]2[C:4]([CH2:5][CH2:6][CH2:7][N:8]2[C:14]2[C:18]3[CH2:19][N:20]([C:23](=[O:25])[CH3:24])[CH2:21][CH2:22][C:17]=3[N:16]([C@H:26]3[CH2:30][CH2:29][O:28][CH2:27]3)[N:15]=2)=[CH:3][C:2]=1[C:35]1[CH:34]=[N:33][N:32]([CH3:31])[CH:36]=1, predict the reactants needed to synthesize it. The reactants are: Br[C:2]1[CH:3]=[C:4]2[C:9](=[CH:10][C:11]=1[O:12][CH3:13])[N:8]([C:14]1[C:18]3[CH2:19][N:20]([C:23](=[O:25])[CH3:24])[CH2:21][CH2:22][C:17]=3[N:16]([C@H:26]3[CH2:30][CH2:29][O:28][CH2:27]3)[N:15]=1)[CH2:7][CH2:6][CH2:5]2.[CH3:31][N:32]1[CH:36]=[C:35](B2OC(C)(C)C(C)(C)O2)[CH:34]=[N:33]1.C([O-])([O-])=O.[Na+].[Na+]. (2) Given the product [NH2:19][C:12]1[C:11]([F:10])=[CH:16][C:15]([F:17])=[CH:14][C:13]=1[NH:18][C:8]([NH:7][C:3]1[C:2]([CH3:1])=[CH:6][S:5][CH:4]=1)=[S:9], predict the reactants needed to synthesize it. The reactants are: [CH3:1][C:2]1[C:3]([N:7]=[C:8]=[S:9])=[CH:4][S:5][CH:6]=1.[F:10][C:11]1[C:12]([NH2:19])=[C:13]([NH2:18])[CH:14]=[C:15]([F:17])[CH:16]=1. (3) Given the product [CH3:65][O:66][C:67](=[O:70])[CH2:1][NH:2][CH2:3][C:4]1[CH:5]=[CH:6][C:7]([C:10]2[CH:11]=[N:12][CH:13]=[C:14]([C:16]3[CH:32]=[C:20]([C:22]4[CH:27]=[CH:26][CH:25]=[C:24]([CH3:28])[N:23]=4)[N:19]=[C:18]4[NH:29][CH:30]=[CH:31][C:17]=34)[CH:15]=2)=[CH:8][CH:9]=1, predict the reactants needed to synthesize it. The reactants are: [CH3:1][NH:2][CH2:3][C:4]1[CH:9]=[CH:8][C:7]([C:10]2[CH:11]=[N:12][CH:13]=[C:14]([C:16]3[C:17]4[CH:31]=[CH:30][NH:29][C:18]=4[N:19]=[C:20]([C:22]4[CH:27]=[CH:26][CH:25]=[C:24]([CH3:28])[N:23]=4)N=3)[CH:15]=2)=[CH:6][CH:5]=1.[CH3:32]C1N=C(C2N=C(C3C=C(C4C=CC(C=O)=CC=4)C=NC=3)C3C=CNC=3N=2)C=CC=1.Cl.CN.[CH3:65][O:66][C:67](=[O:70])CN. (4) The reactants are: Cl[C:2]1[N:9]=[CH:8][CH:7]=[C:6]([O:10]C)[C:3]=1[C:4]#[N:5].[BrH:12]. Given the product [Br:12][C:2]1[N:9]=[CH:8][CH:7]=[C:6]([OH:10])[C:3]=1[C:4]#[N:5], predict the reactants needed to synthesize it. (5) Given the product [Cl:14][C:12]1[CH:11]=[CH:10][C:8]2[NH:9][C:5]([C@@H:4]([NH:15][C:16](=[O:31])[C:17]3[CH:22]=[CH:21][C:20]([C:23]([N:25]4[CH2:29][CH2:28][CH2:27][CH2:26]4)=[O:24])=[C:19]([CH3:30])[CH:18]=3)[CH2:3][CH2:2][NH:1][C:43]([NH:42][CH2:41][CH2:40][Cl:39])=[O:44])=[N:6][C:7]=2[CH:13]=1, predict the reactants needed to synthesize it. The reactants are: [NH2:1][CH2:2][CH2:3][C@H:4]([NH:15][C:16](=[O:31])[C:17]1[CH:22]=[CH:21][C:20]([C:23]([N:25]2[CH2:29][CH2:28][CH2:27][CH2:26]2)=[O:24])=[C:19]([CH3:30])[CH:18]=1)[C:5]1[NH:9][C:8]2[CH:10]=[CH:11][C:12]([Cl:14])=[CH:13][C:7]=2[N:6]=1.C(N(CC)CC)C.[Cl:39][CH2:40][CH2:41][N:42]=[C:43]=[O:44]. (6) The reactants are: [NH:1]1[CH:5]=[CH:4][C:3]([C:6]2[CH:11]=[CH:10][N:9]=[C:8]([C:12]([F:15])([F:14])[F:13])[N:7]=2)=[N:2]1.[Br:16]Br. Given the product [Br:16][C:4]1[C:3]([C:6]2[CH:11]=[CH:10][N:9]=[C:8]([C:12]([F:15])([F:14])[F:13])[N:7]=2)=[N:2][NH:1][CH:5]=1, predict the reactants needed to synthesize it. (7) Given the product [Cl:1][C:2]1[CH:3]=[C:4]([NH:9][C:10]2[N:15]=[C:14]([NH:16][CH2:17][CH2:18][CH2:19][O:20][CH3:21])[C:13]([C:22]3[CH:30]=[C:29]4[C:25]([CH:26]=[C:27]([C:38]([O:40][CH3:41])=[O:39])[NH:28]4)=[CH:24][CH:23]=3)=[CH:12][N:11]=2)[CH:5]=[CH:6][C:7]=1[F:8], predict the reactants needed to synthesize it. The reactants are: [Cl:1][C:2]1[CH:3]=[C:4]([NH:9][C:10]2[N:15]=[C:14]([NH:16][CH2:17][CH2:18][CH2:19][O:20][CH3:21])[C:13]([C:22]3[CH:30]=[C:29]4[C:25]([CH:26]=[C:27]([C:38]([O:40][CH3:41])=[O:39])[N:28]4C(OC(C)(C)C)=O)=[CH:24][CH:23]=3)=[CH:12][N:11]=2)[CH:5]=[CH:6][C:7]=1[F:8].FC(F)(F)C(O)=O. (8) Given the product [CH3:75][O:74][C:71]1[CH:70]=[CH:69][C:68]([C:55]2[C:54]3[C:58](=[CH:59][C:51]([C:47]4[CH:46]=[C:45]([NH:44][C:34](=[O:36])[C:33]5[CH:37]=[C:38]([C:40]([F:43])([F:42])[F:41])[CH:39]=[C:31]([N:28]6[CH2:27][CH2:26][O:25][CH2:30][CH2:29]6)[CH:32]=5)[CH:50]=[CH:49][CH:48]=4)=[CH:52][CH:53]=3)[N:57]([C:60]3[CH:61]=[C:62]([NH:66][CH3:67])[N:63]=[CH:64][N:65]=3)[CH:56]=2)=[CH:73][CH:72]=1, predict the reactants needed to synthesize it. The reactants are: CN(C(ON1N=NC2C=CC=NC1=2)=[N+](C)C)C.F[P-](F)(F)(F)(F)F.[O:25]1[CH2:30][CH2:29][N:28]([C:31]2[CH:32]=[C:33]([CH:37]=[C:38]([C:40]([F:43])([F:42])[F:41])[CH:39]=2)[C:34]([O-:36])=O)[CH2:27][CH2:26]1.[NH2:44][C:45]1[CH:46]=[C:47]([C:51]2[CH:59]=[C:58]3[C:54]([C:55]([C:68]4[CH:73]=[CH:72][C:71]([O:74][CH3:75])=[CH:70][CH:69]=4)=[CH:56][N:57]3[C:60]3[N:65]=[CH:64][N:63]=[C:62]([NH:66][CH3:67])[CH:61]=3)=[CH:53][CH:52]=2)[CH:48]=[CH:49][CH:50]=1.CCN(C(C)C)C(C)C.C(=O)(O)[O-].[Na+]. (9) The reactants are: [F:1][C:2]1[CH:3]=[CH:4][C:5]2[O:10][CH2:9][C:8](=[O:11])[N:7]([CH2:12][C@H:13]([CH3:16])[CH2:14]I)[C:6]=2[CH:17]=1.[CH:18](=[C:22]1[CH2:27][CH2:26][NH:25][CH2:24][CH2:23]1)[CH2:19][CH2:20][CH3:21]. Given the product [CH:18](=[C:22]1[CH2:27][CH2:26][N:25]([CH2:14][C@@H:13]([CH3:16])[CH2:12][N:7]2[C:6]3[CH:17]=[C:2]([F:1])[CH:3]=[CH:4][C:5]=3[O:10][CH2:9][C:8]2=[O:11])[CH2:24][CH2:23]1)[CH2:19][CH2:20][CH3:21], predict the reactants needed to synthesize it. (10) Given the product [CH2:1]([O:8][C:9](=[O:28])[C@@H:10]([N:13]([CH2:21][C:22]1[CH:27]=[CH:26][CH:25]=[CH:24][CH:23]=1)[CH2:14][C:15]1[CH:16]=[CH:17][CH:18]=[CH:19][CH:20]=1)[CH2:11][O:12][CH:37]([F:45])[F:36])[C:2]1[CH:3]=[CH:4][CH:5]=[CH:6][CH:7]=1, predict the reactants needed to synthesize it. The reactants are: [CH2:1]([O:8][C:9](=[O:28])[C@@H:10]([N:13]([CH2:21][C:22]1[CH:27]=[CH:26][CH:25]=[CH:24][CH:23]=1)[CH2:14][C:15]1[CH:20]=[CH:19][CH:18]=[CH:17][CH:16]=1)[CH2:11][OH:12])[C:2]1[CH:7]=[CH:6][CH:5]=[CH:4][CH:3]=1.S([O-])([O-])(=O)=O.[Na+].[Na+].[F:36][C:37]([F:45])(S(F)(=O)=O)C(O)=O.